From a dataset of Full USPTO retrosynthesis dataset with 1.9M reactions from patents (1976-2016). Predict the reactants needed to synthesize the given product. (1) Given the product [F:53][C:51]([F:52])([F:54])[C:47]1[CH:46]=[C:45]([NH:44][C:42]([C:41]2[CH:40]=[C:39]([C:34]3[N:33]=[C:32]4[S:31][C:30]([NH:29][C:14]([CH:11]5[CH2:10][CH2:9][NH:8][CH2:13][CH2:12]5)=[O:16])=[N:38][C:37]4=[CH:36][CH:35]=3)[CH:57]=[CH:56][CH:55]=2)=[O:43])[CH:50]=[CH:49][CH:48]=1.[C:60]([OH:62])([C:59]([F:64])([F:63])[F:58])=[O:61], predict the reactants needed to synthesize it. The reactants are: C(OC([N:8]1[CH2:13][CH2:12][CH:11]([C:14]([OH:16])=O)[CH2:10][CH2:9]1)=O)(C)(C)C.Cl.C(N=C=NCCCN(C)C)C.[NH2:29][C:30]1[S:31][C:32]2[C:37]([N:38]=1)=[CH:36][CH:35]=[C:34]([C:39]1[CH:40]=[C:41]([CH:55]=[CH:56][CH:57]=1)[C:42]([NH:44][C:45]1[CH:50]=[CH:49][CH:48]=[C:47]([C:51]([F:54])([F:53])[F:52])[CH:46]=1)=[O:43])[N:33]=2.[F:58][C:59]([F:64])([F:63])[C:60]([OH:62])=[O:61]. (2) Given the product [OH:8][C:9]1[CH:17]=[C:16]2[C:12]([CH2:13][CH2:14][CH:15]2[CH2:18][C:19]([O:21][CH3:22])=[O:20])=[CH:11][CH:10]=1, predict the reactants needed to synthesize it. The reactants are: C([O:8][C:9]1[CH:17]=[C:16]2[C:12]([CH2:13][CH2:14]/[C:15]/2=[CH:18]\[C:19]([O:21][CH3:22])=[O:20])=[CH:11][CH:10]=1)C1C=CC=CC=1. (3) Given the product [F:1][C:2]1[CH:3]=[CH:4][C:5]([N:8]2[C:17](=[O:18])[C:16]3[C:11](=[CH:12][C:13]([C:19]4[N:23]=[C:22]([CH3:24])[O:21][N:20]=4)=[CH:14][CH:15]=3)[N:10]=[C:9]2[S:25][CH2:26][C:27]([OH:29])=[O:28])=[CH:6][CH:7]=1, predict the reactants needed to synthesize it. The reactants are: [F:1][C:2]1[CH:7]=[CH:6][C:5]([N:8]2[C:17](=[O:18])[C:16]3[C:11](=[CH:12][C:13]([C:19]4[N:23]=[C:22]([CH3:24])[O:21][N:20]=4)=[CH:14][CH:15]=3)[N:10]=[C:9]2[S:25][CH2:26][C:27]([O:29]C(C)(C)C)=[O:28])=[CH:4][CH:3]=1.C(O)(C(F)(F)F)=O. (4) Given the product [C:1]([C:5]1[CH:10]=[CH:9][C:8]([CH:11]2[CH2:13][CH:12]2[C:14]([NH:16]/[N:17]=[CH:28]/[C:23]2[CH:24]=[CH:25][CH:26]=[C:27]3[C:22]=2[CH:21]=[CH:20][N:19]=[CH:18]3)=[O:15])=[CH:7][CH:6]=1)([CH3:4])([CH3:2])[CH3:3], predict the reactants needed to synthesize it. The reactants are: [C:1]([C:5]1[CH:10]=[CH:9][C:8]([CH:11]2[CH2:13][CH:12]2[C:14]([NH:16][NH2:17])=[O:15])=[CH:7][CH:6]=1)([CH3:4])([CH3:3])[CH3:2].[CH:18]1[C:27]2[CH:26]=[CH:25][CH:24]=[C:23]([CH:28]=O)[C:22]=2[CH:21]=[CH:20][N:19]=1.CC(O)=O. (5) Given the product [C:20]([OH:30])(=[O:29])[C@@H:21]([C:23]1[CH:28]=[CH:27][CH:26]=[CH:25][CH:24]=1)[OH:22].[C:1]([O:5][C:6](=[O:19])[CH2:7][C@@:8]1([CH2:17][NH2:18])[CH2:14][C@@H:13]2[C@H:9]1[CH:10]=[C:11]([CH2:15][CH3:16])[CH2:12]2)([CH3:3])([CH3:2])[CH3:4], predict the reactants needed to synthesize it. The reactants are: [C:1]([O:5][C:6](=[O:19])[CH2:7][C:8]1([CH2:17][NH2:18])[CH2:14][CH:13]2[CH:9]1[CH:10]=[C:11]([CH2:15][CH3:16])[CH2:12]2)([CH3:4])([CH3:3])[CH3:2].[C:20]([OH:30])(=[O:29])[C@@H:21]([C:23]1[CH:28]=[CH:27][CH:26]=[CH:25][CH:24]=1)[OH:22]. (6) Given the product [Br:8][C:6]1[CH:7]=[C:2]([Br:1])[C:3]2[NH:10][C:13]([C@@H:12]([OH:11])[CH3:16])=[N:9][C:4]=2[CH:5]=1, predict the reactants needed to synthesize it. The reactants are: [Br:1][C:2]1[CH:7]=[C:6]([Br:8])[CH:5]=[C:4]([NH2:9])[C:3]=1[NH2:10].[OH:11][C@@H:12]([CH3:16])[C:13](O)=O. (7) The reactants are: [CH:1]([C:4]1[C:8]([CH2:9][CH2:10][CH2:11][O:12][C:13]2[C:18]([O:19][CH3:20])=[CH:17][CH:16]=[CH:15][C:14]=2[CH2:21][C:22]([O:24]C)=[O:23])=[CH:7][N:6]([C:26]2[CH:31]=[CH:30][CH:29]=[C:28]([C:32]([F:35])([F:34])[F:33])[N:27]=2)[N:5]=1)([CH3:3])[CH3:2].[OH-].[Na+].O1CCCC1.Cl. Given the product [CH:1]([C:4]1[C:8]([CH2:9][CH2:10][CH2:11][O:12][C:13]2[C:18]([O:19][CH3:20])=[CH:17][CH:16]=[CH:15][C:14]=2[CH2:21][C:22]([OH:24])=[O:23])=[CH:7][N:6]([C:26]2[CH:31]=[CH:30][CH:29]=[C:28]([C:32]([F:33])([F:35])[F:34])[N:27]=2)[N:5]=1)([CH3:3])[CH3:2], predict the reactants needed to synthesize it. (8) The reactants are: [CH2:1]([O:8][C:9]1[CH:16]=[CH:15][C:12]([CH:13]=[O:14])=[CH:11][CH:10]=1)[C:2]1[CH:7]=[CH:6][CH:5]=[CH:4][CH:3]=1.[O:17]([CH2:24][C:25]([O:27][CH3:28])=[O:26])[C:18]1[CH:23]=[CH:22][CH:21]=[CH:20][CH:19]=1. Given the product [CH2:1]([O:8][C:9]1[CH:10]=[CH:11][C:12]([CH:13]([OH:14])[CH:24]([O:17][C:18]2[CH:23]=[CH:22][CH:21]=[CH:20][CH:19]=2)[C:25]([O:27][CH3:28])=[O:26])=[CH:15][CH:16]=1)[C:2]1[CH:3]=[CH:4][CH:5]=[CH:6][CH:7]=1, predict the reactants needed to synthesize it.